From a dataset of Forward reaction prediction with 1.9M reactions from USPTO patents (1976-2016). Predict the product of the given reaction. (1) Given the reactants Br[CH:2]([C:4]1[O:5][C:6](=[O:19])[C:7]2[C:12]([C:13]=1[C:14]1[S:18][CH:17]=[N:16][CH:15]=1)=[CH:11][CH:10]=[CH:9][CH:8]=2)[CH3:3].[NH:20]1[C:24]2=[N:25][CH:26]=[N:27][C:28]([NH2:29])=[C:23]2[CH:22]=[N:21]1.C([O-])([O-])=O.[K+].[K+], predict the reaction product. The product is: [NH2:29][C:28]1[N:27]=[CH:26][N:25]=[C:24]2[N:20]([CH:2]([C:4]3[O:5][C:6](=[O:19])[C:7]4[C:12]([C:13]=3[C:14]3[S:18][CH:17]=[N:16][CH:15]=3)=[CH:11][CH:10]=[CH:9][CH:8]=4)[CH3:3])[N:21]=[CH:22][C:23]=12. (2) The product is: [F:20][C:17]1[CH:18]=[CH:19][C:14]([CH:13]([C:21]2[CH:26]=[CH:25][C:24]([F:27])=[CH:23][CH:22]=2)[CH2:12][CH2:11][CH2:10][CH2:9][C:8]([N:5]2[CH2:6][CH2:7][CH:3]([CH2:2][NH:1][C:36](=[O:37])[C:35]3[CH:39]=[C:40]([C:44]([CH3:45])([CH3:46])[CH3:47])[C:41]([O:42][CH3:43])=[C:33]([C:29]([CH3:32])([CH3:31])[CH3:30])[CH:34]=3)[CH2:4]2)=[O:28])=[CH:15][CH:16]=1. Given the reactants [NH2:1][CH2:2][CH:3]1[CH2:7][CH2:6][N:5]([C:8](=[O:28])[CH2:9][CH2:10][CH2:11][CH2:12][CH:13]([C:21]2[CH:26]=[CH:25][C:24]([F:27])=[CH:23][CH:22]=2)[C:14]2[CH:19]=[CH:18][C:17]([F:20])=[CH:16][CH:15]=2)[CH2:4]1.[C:29]([C:33]1[CH:34]=[C:35]([CH:39]=[C:40]([C:44]([CH3:47])([CH3:46])[CH3:45])[C:41]=1[O:42][CH3:43])[C:36](O)=[O:37])([CH3:32])([CH3:31])[CH3:30].C(Cl)CCl, predict the reaction product. (3) Given the reactants Cl.[N:2]1[CH:7]=[CH:6][CH:5]=[C:4]([N:8]([CH2:33][CH2:34][C:35]([O:37]CC)=[O:36])[C:9]([C:11]2[CH:32]=[CH:31][C:14]3[N:15]([CH3:30])[C:16]([CH2:18][N:19]([C:21]4[CH:26]=[CH:25][C:24]([C:27](=[NH:29])[NH2:28])=[CH:23][CH:22]=4)[CH3:20])=[N:17][C:13]=3[CH:12]=2)=[O:10])[CH:3]=1.[OH-].[Na+], predict the reaction product. The product is: [N:2]1[CH:7]=[CH:6][CH:5]=[C:4]([N:8]([CH2:33][CH2:34][C:35]([OH:37])=[O:36])[C:9]([C:11]2[CH:32]=[CH:31][C:14]3[N:15]([CH3:30])[C:16]([CH2:18][N:19]([C:21]4[CH:26]=[CH:25][C:24]([C:27](=[NH:28])[NH2:29])=[CH:23][CH:22]=4)[CH3:20])=[N:17][C:13]=3[CH:12]=2)=[O:10])[CH:3]=1. (4) Given the reactants [I-].[Li+].C[O:4][C:5]1[CH:6]=[C:7]2[C:12](=[CH:13][C:14]=1[O:15][CH3:16])[C:11](=[O:17])[NH:10][CH2:9][CH2:8]2, predict the reaction product. The product is: [OH:4][C:5]1[CH:6]=[C:7]2[C:12](=[CH:13][C:14]=1[O:15][CH3:16])[C:11](=[O:17])[NH:10][CH2:9][CH2:8]2. (5) Given the reactants [NH2:1][CH2:2][C@H:3]1[CH2:7][CH2:6][N:5]([C:8]([O:10][C:11]([CH3:14])([CH3:13])[CH3:12])=[O:9])[CH2:4]1.[Cl:15][C:16]1[S:17][CH:18]=[C:19]([C:21](O)=[O:22])[N:20]=1, predict the reaction product. The product is: [C:11]([O:10][C:8]([N:5]1[CH2:6][CH2:7][C@H:3]([CH2:2][NH:1][C:21]([C:19]2[N:20]=[C:16]([Cl:15])[S:17][CH:18]=2)=[O:22])[CH2:4]1)=[O:9])([CH3:14])([CH3:13])[CH3:12]. (6) Given the reactants [NH2:1][CH2:2][CH2:3][CH2:4][CH2:5][CH2:6][CH2:7]O.Cl[C:10]1[C:19]2[C:14](=[CH:15][CH:16]=[CH:17][CH:18]=2)[N:13]=[C:12]([CH3:20])[CH:11]=1.[I-].[K+], predict the reaction product. The product is: [CH3:20][C:12]1[CH:11]=[C:10]([NH:1][CH2:2][CH2:3][CH2:4][CH2:5][CH2:6][CH2:7][N:13]2[CH2:14][CH2:19][CH2:10][CH2:11][CH2:12]2)[C:19]2[C:14](=[CH:15][CH:16]=[CH:17][CH:18]=2)[N:13]=1. (7) The product is: [CH3:33][C@@H:29]([O:28][C:26]([NH:25][C:24]1[N:20]([C:17]2[CH:18]=[CH:19][C:14]([C:11]3[CH:10]=[CH:9][C:8]([C:5]4([C:3]([OH:4])=[O:2])[CH2:7][CH2:6]4)=[CH:13][CH:12]=3)=[CH:15][CH:16]=2)[N:21]=[N:22][C:23]=1[CH3:34])=[O:27])[CH:30]([CH3:31])[CH3:32]. Given the reactants C[O:2][C:3]([C:5]1([C:8]2[CH:13]=[CH:12][C:11]([C:14]3[CH:19]=[CH:18][C:17]([N:20]4[C:24]([NH:25][C:26]([O:28][C@H:29]([CH3:33])[CH:30]([CH3:32])[CH3:31])=[O:27])=[C:23]([CH3:34])[N:22]=[N:21]4)=[CH:16][CH:15]=3)=[CH:10][CH:9]=2)[CH2:7][CH2:6]1)=[O:4].C1COCC1.[Li+].[OH-].Cl, predict the reaction product. (8) The product is: [CH2:22]1[N:23]2[C:27](=[O:28])[N:26]3[CH:25]4[N:77]5[C:75](=[O:76])[N:74]([CH2:73][N:72]6[C:70]([N:69]7[CH2:68][N:67]8[C:65]([N:64]9[CH2:63][N:62]%10[C:60]([N:59]%11[CH2:88][N:87]%12[C:85]([N:84]%13[CH2:83][N:82]%14[C:80]([N:79]([CH2:78]5)[CH:31]5[N:30]([CH2:29]3)[C:34](=[O:35])[N:33]([CH:32]5%14)[CH2:36][N:37]3[C:41](=[O:42])[N:40]([CH:39]%12[CH:38]3%13)[CH2:1][N:2]3[C:6](=[O:7])[N:5]([CH:4]%10[CH:3]3%11)[CH2:8][N:9]3[C:13](=[O:14])[N:12]([CH:11]8[CH:10]39)[CH2:15][N:16]3[C:20](=[O:21])[N:19]1[CH:18]6[CH:17]37)=[O:81])=[O:86])=[O:61])=[O:66])=[O:71])[CH:24]42. Given the reactants [CH2:1]1N2C(=O)N3C4N5C(=O)N(C[N:59]6[C:60]([N:62]7[CH2:63][N:64]8[C:65]([N:67]9[CH2:68][N:69]%10[C:70]([N:72]%11[CH2:73][N:74]%12[C:75]([N:77]%13[CH2:78][N:79]%14[C:80]([N:82]%15[CH2:83][N:84]%16[C:85]([N:87]%17[CH2:88]N%18C(N(C5)C5N(C3)C(=O)N(C5%18)C[N:40]3[C:41](=[O:42])[N:37]([CH:38]%16[CH:39]3%17)[CH2:36][N:33]3[C:34](=[O:35])[N:30]([CH:31]%14[CH:32]3%15)[CH2:29][N:26]3[C:27](=[O:28])[N:23]([CH:24]%12[CH:25]3%13)[CH2:22][N:19]3[C:20](=[O:21])[N:16]([CH:17]%10[CH:18]3%11)[CH2:15][N:12]3[C:13](=[O:14])[N:9]([CH:10]8[CH:11]39)[CH2:8][N:5]3[C:6](=[O:7])[N:2]1[CH:3]6[CH:4]37)=O)=[O:86])=[O:81])=[O:76])=[O:71])=[O:66])=[O:61])C42, predict the reaction product. (9) Given the reactants [Br:1][C:2]1[N:6]=[C:5](Cl)[S:4][N:3]=1.[NH2:8][CH2:9][CH2:10][NH:11][C:12]1[CH:17]=[C:16]([C:18]2[CH:23]=[CH:22][CH:21]=[C:20]([CH3:24])[C:19]=2[CH3:25])[N:15]=[C:14]([NH2:26])[N:13]=1, predict the reaction product. The product is: [Br:1][C:2]1[N:6]=[C:5]([NH:8][CH2:9][CH2:10][NH:11][C:12]2[CH:17]=[C:16]([C:18]3[CH:23]=[CH:22][CH:21]=[C:20]([CH3:24])[C:19]=3[CH3:25])[N:15]=[C:14]([NH2:26])[N:13]=2)[S:4][N:3]=1.